Dataset: CYP3A4 inhibition data for predicting drug metabolism from PubChem BioAssay. Task: Regression/Classification. Given a drug SMILES string, predict its absorption, distribution, metabolism, or excretion properties. Task type varies by dataset: regression for continuous measurements (e.g., permeability, clearance, half-life) or binary classification for categorical outcomes (e.g., BBB penetration, CYP inhibition). Dataset: cyp3a4_veith. (1) The drug is CCC(=O)Nc1cccc(-c2nnc(-c3cccc(NC(=O)CC)c3)o2)c1. The result is 1 (inhibitor). (2) The drug is Cc1ccccc1-c1cc(NCc2ccccc2)ncn1. The result is 0 (non-inhibitor). (3) The compound is C/C(=C/C(=O)NCc1ccccc1)C(=O)O. The result is 0 (non-inhibitor). (4) The drug is COC(=O)Nc1ccc2[nH]cc(CCNC(C)=O)c2c1. The result is 0 (non-inhibitor). (5) The result is 1 (inhibitor). The compound is CCCC/C=C/C(NC(=O)Oc1cccc(C(F)(F)F)c1)c1ccccc1. (6) The molecule is CCOC(=O)c1c(NC(=S)NC(=O)c2cnn(CC)c2)sc2c1CCC(C)C2. The result is 0 (non-inhibitor). (7) The compound is CCC(=S)/C=C1\Sc2ccccc2N1CCCS(=O)(=O)[O-].[Na+]. The result is 0 (non-inhibitor). (8) The compound is O=C(O)[C@@H]1CCCN1Cc1c[nH]c2ccccc12. The result is 0 (non-inhibitor). (9) The drug is CCCc1cc(C(=O)Cc2nc3ccccc3s2)c(O)cc1O. The result is 1 (inhibitor).